The task is: Predict which catalyst facilitates the given reaction.. This data is from Catalyst prediction with 721,799 reactions and 888 catalyst types from USPTO. Reactant: [C:1]([N:5]1[CH2:10][CH2:9][N:8]([CH2:11][C:12]2[CH:17]=[CH:16][C:15]([NH:18]C(=O)C(F)(F)F)=[CH:14][C:13]=2[C:25]([F:28])([F:27])[F:26])[CH2:7][CH2:6]1)([CH3:4])([CH3:3])[CH3:2].C([O-])([O-])=O.[K+].[K+]. Product: [C:1]([N:5]1[CH2:6][CH2:7][N:8]([CH2:11][C:12]2[CH:17]=[CH:16][C:15]([NH2:18])=[CH:14][C:13]=2[C:25]([F:27])([F:28])[F:26])[CH2:9][CH2:10]1)([CH3:4])([CH3:2])[CH3:3]. The catalyst class is: 5.